Task: Predict which catalyst facilitates the given reaction.. Dataset: Catalyst prediction with 721,799 reactions and 888 catalyst types from USPTO Reactant: Cl.C(C1[CH:14]=[C:13]([SH:15])[C:12]2[C:7](=[CH:8][C:9]([Cl:16])=[CH:10][CH:11]=2)[N:6]=1)(O)=O.CI.[C:19](=O)([O-])[O-].[Cs+].[Cs+].[C:25]([O:28][CH2:29]C)(=[O:27])[CH3:26]. Product: [CH3:29][O:28][C:25]([C:26]1[CH:14]=[C:13]([S:15][CH3:19])[C:12]2[C:7](=[CH:8][C:9]([Cl:16])=[CH:10][CH:11]=2)[N:6]=1)=[O:27]. The catalyst class is: 3.